Dataset: Forward reaction prediction with 1.9M reactions from USPTO patents (1976-2016). Task: Predict the product of the given reaction. (1) Given the reactants [Cl:1][C:2]1[CH:3]=[C:4]([C:8]2[O:9][N:10]=[C:11]3[CH:16]=[CH:15][C:14]([C:17]([C:25]4[CH:30]=[CH:29][C:28]([Cl:31])=[CH:27][CH:26]=4)([C:19]4[N:23]([CH3:24])[CH:22]=[N:21][CH:20]=4)[OH:18])=[CH:13][C:12]=23)[CH:5]=[CH:6][CH:7]=1.C([O-])([O-])=O.[K+].[K+], predict the reaction product. The product is: [NH2:10][C:11]1[CH:16]=[CH:15][C:14]([C:17]([C:25]2[CH:26]=[CH:27][C:28]([Cl:31])=[CH:29][CH:30]=2)([OH:18])[C:19]2[N:23]([CH3:24])[CH:22]=[N:21][CH:20]=2)=[CH:13][C:12]=1[C:8]([C:4]1[CH:5]=[CH:6][CH:7]=[C:2]([Cl:1])[CH:3]=1)=[O:9]. (2) Given the reactants [F:1][C:2]1[CH:22]=[C:21]([N+:23]([O-:25])=[O:24])[CH:20]=[CH:19][C:3]=1[O:4][C:5]1[CH:10]=[CH:9][N:8]=[C:7]2[CH:11]=[C:12]([C:14]3S[CH:16]=[CH:17][N:18]=3)[S:13][C:6]=12.ClC1C=CN=C2C=C(C3[N:37]([CH2:41][O:42][CH2:43][CH2:44][Si:45]([CH3:48])([CH3:47])[CH3:46])C=CN=3)SC=12, predict the reaction product. The product is: [F:1][C:2]1[CH:22]=[C:21]([N+:23]([O-:25])=[O:24])[CH:20]=[CH:19][C:3]=1[O:4][C:5]1[CH:10]=[CH:9][N:8]=[C:7]2[CH:11]=[C:12]([C:14]3[N:37]([CH2:41][O:42][CH2:43][CH2:44][Si:45]([CH3:48])([CH3:47])[CH3:46])[CH:16]=[CH:17][N:18]=3)[S:13][C:6]=12.